This data is from Reaction yield outcomes from USPTO patents with 853,638 reactions. The task is: Predict the reaction yield, written as a fraction of the theoretical maximum amount of product (1.0 means a 100% yield; for example, 0.34 means a 34% yield). (1) The reactants are [Br:1][C:2]1[CH:7]=[CH:6][C:5]([CH2:8][C:9](=O)[CH3:10])=[C:4]([N+:12]([O-])=O)[CH:3]=1.[C]=O.FC1C=CC([N+]([O-])=O)=C(CC(=O)C)C=1. The catalyst is C1([Fe](=C=O)=C=O)C=CC=C1.C1(C)C=CC=CC=1. The product is [Br:1][C:2]1[CH:3]=[C:4]2[C:5]([CH:8]=[C:9]([CH3:10])[NH:12]2)=[CH:6][CH:7]=1. The yield is 0.930. (2) The reactants are [ClH:1].[NH2:2][C:3]1[N:8]=[C:7]([NH:9][C:10]2[CH:15]=[CH:14][C:13]([NH:16]C(=O)C)=[CH:12][CH:11]=2)[CH:6]=[C:5]([CH3:20])[N:4]=1. The catalyst is Cl. The product is [ClH:1].[NH2:16][C:13]1[CH:12]=[CH:11][C:10]([NH:9][C:7]2[CH:6]=[C:5]([CH3:20])[N:4]=[C:3]([NH2:2])[N:8]=2)=[CH:15][CH:14]=1. The yield is 0.970. (3) The reactants are [CH:1]([C:3]1[C:11]2[C:6](=[CH:7][C:8]([C:12]([OH:14])=O)=[CH:9][CH:10]=2)[NH:5][CH:4]=1)=[O:2].[C:15]1([CH:21]2[CH2:26][CH2:25][NH:24][CH2:23][CH2:22]2)[CH:20]=[CH:19][CH:18]=[CH:17][CH:16]=1.ON1C2N=CC=CC=2N=N1.C(N(CC)CC)C.F[P-](F)(F)(F)(F)F.Br[P+](N1CCCC1)(N1CCCC1)N1CCCC1. The catalyst is CN(C=O)C.CCOC(C)=O. The product is [C:15]1([CH:21]2[CH2:22][CH2:23][N:24]([C:12]([C:8]3[CH:7]=[C:6]4[C:11]([C:3]([CH:1]=[O:2])=[CH:4][NH:5]4)=[CH:10][CH:9]=3)=[O:14])[CH2:25][CH2:26]2)[CH:20]=[CH:19][CH:18]=[CH:17][CH:16]=1. The yield is 0.460. (4) The reactants are [C:1]([O:4][CH2:5][C:6]1[C:7]([CH3:36])=[C:8]([NH:14][C:15]([C:17]2[S:18][CH:19]=[CH:20][C:21]=2[S:22]([N:25]([C:29]2[O:33][N:32]=[C:31]([CH3:34])[C:30]=2[CH3:35])COC)(=[O:24])=[O:23])=[O:16])[C:9]([CH3:13])=[CH:10][C:11]=1[CH3:12])(=[O:3])[CH3:2]. The catalyst is C(O)(=O)C.O.S(=O)(=O)(O)O. The product is [C:1]([O:4][CH2:5][C:6]1[C:7]([CH3:36])=[C:8]([NH:14][C:15]([C:17]2[S:18][CH:19]=[CH:20][C:21]=2[S:22](=[O:24])(=[O:23])[NH:25][C:29]2[O:33][N:32]=[C:31]([CH3:34])[C:30]=2[CH3:35])=[O:16])[C:9]([CH3:13])=[CH:10][C:11]=1[CH3:12])(=[O:3])[CH3:2]. The yield is 0.280. (5) The reactants are O=[C:2]1[C:11]2[CH2:10][CH2:9][CH2:8][CH2:7][C:6]=2[NH:5][C:4]2=[C:12]([C:15]#[N:16])[CH:13]=[N:14][N:3]12.N1C=CC=CC=1.O=P(Cl)(Cl)[Cl:25]. No catalyst specified. The product is [Cl:25][C:2]1[N:3]2[N:14]=[CH:13][C:12]([C:15]#[N:16])=[C:4]2[N:5]=[C:6]2[C:11]=1[CH2:10][CH2:9][CH2:8][CH2:7]2. The yield is 0.560. (6) The reactants are [CH3:1][O:2][C:3]1[CH:39]=[CH:38][C:6]([CH2:7][N:8]2[C:12]3=[N:13][CH:14]=[CH:15][C:16]([O:17][C:18]4[CH:27]=[CH:26][C:21]([C:22]([O:24]C)=[O:23])=[CH:20][CH:19]=4)=[C:11]3[C:10]([NH:28][C@@H:29]3[CH2:33][CH2:32][N:31]([C:34](=[O:37])[CH2:35][CH3:36])[CH2:30]3)=[N:9]2)=[CH:5][CH:4]=1.[OH-].[Na+]. The catalyst is C1COCC1.O. The product is [CH3:1][O:2][C:3]1[CH:4]=[CH:5][C:6]([CH2:7][N:8]2[C:12]3=[N:13][CH:14]=[CH:15][C:16]([O:17][C:18]4[CH:19]=[CH:20][C:21]([C:22]([OH:24])=[O:23])=[CH:26][CH:27]=4)=[C:11]3[C:10]([NH:28][C@@H:29]3[CH2:33][CH2:32][N:31]([C:34](=[O:37])[CH2:35][CH3:36])[CH2:30]3)=[N:9]2)=[CH:38][CH:39]=1. The yield is 0.910. (7) The reactants are [NH2:1][C:2]1[C:7]([N+:8]([O-:10])=[O:9])=[CH:6][CH:5]=[CH:4][C:3]=1[OH:11].[Cl:12][C:13]1[CH:21]=[C:20]([Cl:22])[CH:19]=[CH:18][C:14]=1[C:15](Cl)=[O:16]. The catalyst is CN(C)C1C=CN=CC=1.C(Cl)Cl. The product is [NH2:1][C:2]1[C:7]([N+:8]([O-:10])=[O:9])=[CH:6][CH:5]=[CH:4][C:3]=1[O:11][C:15](=[O:16])[C:14]1[CH:18]=[CH:19][C:20]([Cl:22])=[CH:21][C:13]=1[Cl:12]. The yield is 0.987.